Dataset: Forward reaction prediction with 1.9M reactions from USPTO patents (1976-2016). Task: Predict the product of the given reaction. (1) Given the reactants [O:1]1[CH2:5][CH2:4][O:3][CH:2]1[CH2:6][N:7]1[CH:11]=[C:10]([C:12]2[N:34]([S:35]([C:38]3[CH:44]=[CH:43][C:41]([CH3:42])=[CH:40][CH:39]=3)(=[O:37])=[O:36])[C:15]3=[N:16][CH:17]=[C:18]([Cl:33])[C:19]([C:20]4[S:24][C:23]([C:25]5([O:29]COC)[CH2:28][CH2:27][CH2:26]5)=[N:22][CH:21]=4)=[C:14]3[CH:13]=2)[CH:9]=[N:8]1.ClC1C(C2SC(C3(OCOC)CCC3)=NC=2)=C2C=C(C3C=NN(CCN4CCOCC4)C=3)N(S(C3C=CC(C)=CC=3)(=O)=O)C2=NC=1, predict the reaction product. The product is: [O:1]1[CH2:5][CH2:4][O:3][CH:2]1[CH2:6][N:7]1[CH:11]=[C:10]([C:12]2[N:34]([S:35]([C:38]3[CH:39]=[CH:40][C:41]([CH3:42])=[CH:43][CH:44]=3)(=[O:36])=[O:37])[C:15]3=[N:16][CH:17]=[C:18]([Cl:33])[C:19]([C:20]4[S:24][C:23]([C:25]5([OH:29])[CH2:28][CH2:27][CH2:26]5)=[N:22][CH:21]=4)=[C:14]3[CH:13]=2)[CH:9]=[N:8]1. (2) Given the reactants [OH:1][C:2]1[CH:9]=[CH:8][CH:7]=[CH:6][C:3]=1[CH:4]=O.C([NH:29][CH2:30][CH2:31][N:32]1[C:36](=[O:37])[CH2:35][S:34][C:33]1=[O:38])(C1C=CC=CC=1)(C1C=CC=CC=1)C1C=CC=CC=1.N1CCCCC1.NCCN1C(=O)/C(=C/C2C=CC=CC=2)/SC1=O, predict the reaction product. The product is: [NH2:29][CH2:30][CH2:31][N:32]1[C:36](=[O:37])/[C:35](=[CH:4]/[C:3]2[CH:6]=[CH:7][CH:8]=[CH:9][C:2]=2[OH:1])/[S:34][C:33]1=[O:38]. (3) Given the reactants C(OC(=O)[NH:7][CH2:8][CH2:9][CH2:10][CH2:11][C:12]1[CH:17]=[CH:16][C:15]([O:18][CH2:19][CH:20]([OH:30])[CH2:21][NH:22][C:23]([O:25][C:26]([CH3:29])([CH3:28])[CH3:27])=[O:24])=[CH:14][CH:13]=1)(C)(C)C.[H][H], predict the reaction product. The product is: [C:26]([O:25][C:23](=[O:24])[NH:22][CH2:21][CH:20]([OH:30])[CH2:19][O:18][C:15]1[CH:16]=[CH:17][C:12]([CH2:11][CH2:10][CH2:9][CH2:8][NH2:7])=[CH:13][CH:14]=1)([CH3:29])([CH3:27])[CH3:28]. (4) Given the reactants [CH:1]1([CH2:7][C@H:8]([CH2:12][C:13]([N:15]2[CH2:20][CH2:19][O:18][CH2:17][CH2:16]2)=[O:14])[C:9]([OH:11])=O)[CH2:6][CH2:5][CH2:4][CH2:3][CH2:2]1.FC(F)(F)C(O)=O.[NH2:28][CH:29]([CH2:41][CH3:42])[C@@H:30]([C:32]1[N:36]=[C:35]([C:37]([F:40])([F:39])[F:38])[O:34][N:33]=1)[OH:31].F[P-](F)(F)(F)(F)F.N1(OC(N(C)C)=[N+](C)C)C2N=CC=CC=2N=N1.C(N(C(C)C)CC)(C)C, predict the reaction product. The product is: [CH:1]1([CH2:7][C@H:8]([CH2:12][C:13]([N:15]2[CH2:20][CH2:19][O:18][CH2:17][CH2:16]2)=[O:14])[C:9]([NH:28][C@H:29]([CH:30]([OH:31])[C:32]2[N:36]=[C:35]([C:37]([F:40])([F:39])[F:38])[O:34][N:33]=2)[CH2:41][CH3:42])=[O:11])[CH2:2][CH2:3][CH2:4][CH2:5][CH2:6]1. (5) Given the reactants [CH2:1]([O:3][C:4]1[CH:5]=[C:6]([C:10](=[O:17])[CH2:11]C(=O)C(F)F)[CH:7]=[CH:8][CH:9]=1)[CH3:2].NC1C(Br)=CNN=1, predict the reaction product. The product is: [CH3:2][CH2:1][O:3][C:4]1[CH:5]=[C:6]([C:10]([CH3:11])=[O:17])[CH:7]=[CH:8][CH:9]=1. (6) Given the reactants C([N:8](C(OCC1C=CC=CC=1)=O)[C@H:9]1[CH2:14][CH2:13][N:12]([C:15]2[CH:16]=[C:17]([CH:23]=[C:24]([CH3:26])[CH:25]=2)[C:18]([O:20][CH2:21][CH3:22])=[O:19])[CH2:11][C@H:10]1[O:27][CH3:28])C1C=CC=CC=1, predict the reaction product. The product is: [CH:18]([O-:20])=[O:19].[NH4+:8].[NH2:8][C@H:9]1[CH2:14][CH2:13][N:12]([C:15]2[CH:16]=[C:17]([CH:23]=[C:24]([CH3:26])[CH:25]=2)[C:18]([O:20][CH2:21][CH3:22])=[O:19])[CH2:11][C@H:10]1[O:27][CH3:28]. (7) Given the reactants [C:1]([C:3]1[CH:4]=[C:5]([C:13](Cl)=[O:14])[CH:6]=[N:7][C:8]=1[O:9][CH:10]([CH3:12])[CH3:11])#[N:2].O[NH:17][C:18](=[NH:37])[C:19]1[C:20]([CH3:36])=[C:21]2[C:26](=[CH:27][CH:28]=1)[CH2:25][N:24]([C:29]([O:31][C:32]([CH3:35])([CH3:34])[CH3:33])=[O:30])[CH2:23][CH2:22]2, predict the reaction product. The product is: [C:1]([C:3]1[CH:4]=[C:5]([C:13]2[O:14][N:17]=[C:18]([C:19]3[C:20]([CH3:36])=[C:21]4[C:26](=[CH:27][CH:28]=3)[CH2:25][N:24]([C:29]([O:31][C:32]([CH3:34])([CH3:33])[CH3:35])=[O:30])[CH2:23][CH2:22]4)[N:37]=2)[CH:6]=[N:7][C:8]=1[O:9][CH:10]([CH3:12])[CH3:11])#[N:2]. (8) Given the reactants [Cl:1][C:2]1[CH:3]=[C:4]2[C@@:10]3([CH2:14][CH2:13][N:12](C(OC(C)(C)C)=O)[CH2:11]3)[CH2:9][N:8]([C:22](=[O:30])[NH:23][C:24]3[S:25][C:26]([Cl:29])=[CH:27][N:28]=3)[C:5]2=[CH:6][CH:7]=1.[C:31]([O:34][CH2:35][C:36](Cl)=[O:37])(=[O:33])[CH3:32], predict the reaction product. The product is: [C:31]([O:34][CH2:35][C:36]([N:12]1[CH2:13][CH2:14][C@@:10]2([C:4]3[C:5](=[CH:6][CH:7]=[C:2]([Cl:1])[CH:3]=3)[N:8]([C:22](=[O:30])[NH:23][C:24]3[S:25][C:26]([Cl:29])=[CH:27][N:28]=3)[CH2:9]2)[CH2:11]1)=[O:37])(=[O:33])[CH3:32]. (9) The product is: [F:38][C:36]1[CH:35]=[CH:34][C:33]([O:39][CH:40]([CH3:42])[CH3:41])=[C:32]([NH:31][C:29]([NH:11][C:10]2[C:4]3[N:3]([CH2:12][C:13]([F:14])([F:16])[F:15])[C:2]([CH3:1])=[N:6][C:5]=3[CH:7]=[CH:8][CH:9]=2)=[S:30])[CH:37]=1. Given the reactants [CH3:1][C:2]1[N:3]([CH2:12][C:13]([F:16])([F:15])[F:14])[C:4]2[C:10]([NH2:11])=[CH:9][CH:8]=[CH:7][C:5]=2[N:6]=1.C(N1C2C(N[C:29]([NH:31][C:32]3[CH:37]=[C:36]([F:38])[CH:35]=[CH:34][C:33]=3[O:39][CH:40]([CH3:42])[CH3:41])=[S:30])=CC=CC=2N=C1C)C, predict the reaction product. (10) Given the reactants [N:1]1[N:2]([C:6]2[CH:7]=[C:8]([NH:12][C:13]3[C:18]([C:19](=[O:21])[NH2:20])=[C:17]([O:22][CH3:23])[N:16]=[C:15]([NH:24][C@@H:25]4[CH2:30][CH2:29][CH2:28][CH2:27][C@@H:26]4[NH:31]C(=O)OC(C)(C)C)[N:14]=3)[CH:9]=[CH:10][CH:11]=2)[N:3]=[CH:4][CH:5]=1.C(O)(C(F)(F)F)=O, predict the reaction product. The product is: [NH2:31][C@H:26]1[CH2:27][CH2:28][CH2:29][CH2:30][C@H:25]1[NH:24][C:15]1[N:14]=[C:13]([NH:12][C:8]2[CH:9]=[CH:10][CH:11]=[C:6]([N:2]3[N:3]=[CH:4][CH:5]=[N:1]3)[CH:7]=2)[C:18]([C:19]([NH2:20])=[O:21])=[C:17]([O:22][CH3:23])[N:16]=1.